From a dataset of Forward reaction prediction with 1.9M reactions from USPTO patents (1976-2016). Predict the product of the given reaction. (1) Given the reactants [OH:1][CH:2]([CH3:23])[CH2:3][CH2:4][C:5]1[O:6][C:7]2[C:16]3[CH:15]([CH2:17][CH2:18][NH:19][C:20](=[O:22])[CH3:21])[CH2:14][CH2:13][C:12]=3[CH:11]=[CH:10][C:8]=2[N:9]=1.C[N+]1([O-])CCOCC1.O, predict the reaction product. The product is: [O:1]=[C:2]([CH3:23])[CH2:3][CH2:4][C:5]1[O:6][C:7]2[C:16]3[CH:15]([CH2:17][CH2:18][NH:19][C:20](=[O:22])[CH3:21])[CH2:14][CH2:13][C:12]=3[CH:11]=[CH:10][C:8]=2[N:9]=1. (2) Given the reactants [C:1]([C:4]1[CH:19]=[CH:18][C:7]([C:8]([NH:10][CH2:11][C:12]2[CH:13]=[N:14][CH:15]=[CH:16][CH:17]=2)=[O:9])=[C:6]([NH:20][CH2:21][CH2:22][C:23]2[CH:28]=[CH:27][CH:26]=[C:25]([F:29])[CH:24]=2)[N:5]=1)(=[NH:3])[NH2:2].[N:30]#[C:31]Br.CCN(C(C)C)C(C)C, predict the reaction product. The product is: [C:31]([NH:3][C:1]([C:4]1[CH:19]=[CH:18][C:7]([C:8]([NH:10][CH2:11][C:12]2[CH:13]=[N:14][CH:15]=[CH:16][CH:17]=2)=[O:9])=[C:6]([NH:20][CH2:21][CH2:22][C:23]2[CH:28]=[CH:27][CH:26]=[C:25]([F:29])[CH:24]=2)[N:5]=1)=[NH:2])#[N:30]. (3) Given the reactants C([O-])=O.[NH4+].[CH3:5][O:6][C:7]1[CH:8]=[C:9]([N:16]2[CH2:21][CH2:20][N:19]([C:22](=[O:24])[CH3:23])[CH:18]([CH3:25])[CH2:17]2)[CH:10]=[CH:11][C:12]=1[N+:13]([O-])=O, predict the reaction product. The product is: [NH2:13][C:12]1[CH:11]=[CH:10][C:9]([N:16]2[CH2:21][CH2:20][N:19]([C:22](=[O:24])[CH3:23])[CH:18]([CH3:25])[CH2:17]2)=[CH:8][C:7]=1[O:6][CH3:5].